Dataset: Forward reaction prediction with 1.9M reactions from USPTO patents (1976-2016). Task: Predict the product of the given reaction. Given the reactants [NH2:1][C:2]1[CH:10]=[CH:9][C:5]([C:6]([OH:8])=[O:7])=[C:4]([C:11]([F:14])([F:13])[F:12])[CH:3]=1.CO.[CH3:17][Si](C=[N+]=[N-])(C)C, predict the reaction product. The product is: [NH2:1][C:2]1[CH:10]=[CH:9][C:5]([C:6]([O:8][CH3:17])=[O:7])=[C:4]([C:11]([F:12])([F:13])[F:14])[CH:3]=1.